This data is from Forward reaction prediction with 1.9M reactions from USPTO patents (1976-2016). The task is: Predict the product of the given reaction. Given the reactants [CH2:1]([O:8][C:9]1[C:14]([CH:15]=[O:16])=[C:13]([CH3:17])[CH:12]=[C:11]([CH3:18])[N:10]=1)[C:2]1[CH:7]=[CH:6][CH:5]=[CH:4][CH:3]=1.[BH4-].[Na+], predict the reaction product. The product is: [CH2:1]([O:8][C:9]1[C:14]([CH2:15][OH:16])=[C:13]([CH3:17])[CH:12]=[C:11]([CH3:18])[N:10]=1)[C:2]1[CH:3]=[CH:4][CH:5]=[CH:6][CH:7]=1.